This data is from Reaction yield outcomes from USPTO patents with 853,638 reactions. The task is: Predict the reaction yield, written as a fraction of the theoretical maximum amount of product (1.0 means a 100% yield; for example, 0.34 means a 34% yield). The reactants are [N:1]1([C:7]2[CH:14]=[CH:13][C:10]([C:11]#[N:12])=[CH:9][CH:8]=2)[CH2:6][CH2:5][NH:4][CH2:3][CH2:2]1.[OH-].[Na+].[O:17](C(OC(C)(C)C)=O)[C:18]([O:20][C:21]([CH3:24])([CH3:23])[CH3:22])=O. The catalyst is O1CCOCC1.O. The product is [C:11]([C:10]1[CH:9]=[CH:8][C:7]([N:1]2[CH2:6][CH2:5][N:4]([C:18]([O:20][C:21]([CH3:24])([CH3:23])[CH3:22])=[O:17])[CH2:3][CH2:2]2)=[CH:14][CH:13]=1)#[N:12]. The yield is 0.930.